This data is from Full USPTO retrosynthesis dataset with 1.9M reactions from patents (1976-2016). The task is: Predict the reactants needed to synthesize the given product. (1) Given the product [CH:24]1([C:2]2[C:3]([N:16]3[CH2:21][CH2:20][C:19]([F:23])([F:22])[CH2:18][CH2:17]3)=[CH:4][C:5]([O:12][CH:13]([CH3:15])[CH3:14])=[C:6]([CH:11]=2)[C:7]([O:9][CH3:10])=[O:8])[CH2:26][CH2:25]1, predict the reactants needed to synthesize it. The reactants are: Br[C:2]1[C:3]([N:16]2[CH2:21][CH2:20][C:19]([F:23])([F:22])[CH2:18][CH2:17]2)=[CH:4][C:5]([O:12][CH:13]([CH3:15])[CH3:14])=[C:6]([CH:11]=1)[C:7]([O:9][CH3:10])=[O:8].[CH:24]1(B(O)O)[CH2:26][CH2:25]1. (2) The reactants are: C([O:3][C:4](=[O:45])[CH:5]([C:10]1[CH:11]=[C:12]([C:35]2[CH:40]=[CH:39][C:38]([C:41]([F:44])([F:43])[F:42])=[CH:37][CH:36]=2)[CH:13]=[C:14]([CH:16]2[CH2:21][CH2:20][CH2:19][N:18]([CH:22]([C:29]3[CH:34]=[CH:33][CH:32]=[CH:31][CH:30]=3)[C:23]3[CH:28]=[CH:27][CH:26]=[CH:25][CH:24]=3)[CH2:17]2)[CH:15]=1)[CH2:6][CH:7]([CH3:9])[CH3:8])C.[OH-].[K+]. Given the product [CH:22]([N:18]1[CH2:19][CH2:20][CH2:21][CH:16]([C:14]2[CH:15]=[C:10]([CH:5]([CH2:6][CH:7]([CH3:9])[CH3:8])[C:4]([OH:45])=[O:3])[CH:11]=[C:12]([C:35]3[CH:40]=[CH:39][C:38]([C:41]([F:42])([F:43])[F:44])=[CH:37][CH:36]=3)[CH:13]=2)[CH2:17]1)([C:29]1[CH:30]=[CH:31][CH:32]=[CH:33][CH:34]=1)[C:23]1[CH:28]=[CH:27][CH:26]=[CH:25][CH:24]=1, predict the reactants needed to synthesize it. (3) Given the product [CH3:13][O:12][C:9]1[CH:10]=[C:11]2[C:6](=[CH:7][C:8]=1[O:14][CH2:15][CH2:16][CH2:17][N:18]1[CH2:22][CH2:21][CH2:20][CH2:19]1)[N:5]=[CH:4][N:3]=[C:2]2[O:29][C:30]1[CH:31]=[C:32]2[C:36](=[CH:37][CH:38]=1)[N:35]([CH3:39])[CH:34]=[CH:33]2, predict the reactants needed to synthesize it. The reactants are: Cl[C:2]1[C:11]2[C:6](=[CH:7][C:8]([O:14][CH2:15][CH2:16][CH2:17][N:18]3[CH2:22][CH2:21][CH2:20][CH2:19]3)=[C:9]([O:12][CH3:13])[CH:10]=2)[N:5]=[CH:4][N:3]=1.C(=O)([O-])[O-].[K+].[K+].[OH:29][C:30]1[CH:31]=[C:32]2[C:36](=[CH:37][CH:38]=1)[N:35]([CH3:39])[CH:34]=[CH:33]2. (4) Given the product [ClH:1].[N:2]12[CH2:9][CH2:8][CH:5]([CH2:6][CH2:7]1)[C@@H:4]([NH:10][C:11]([C:13]1[O:14][C:15]3[C:21]([C:22]4[CH:30]=[CH:29][CH:28]=[C:24]([C:25]([NH:36][CH2:35][CH2:34][CH2:33][O:32][CH3:31])=[O:27])[CH:23]=4)=[CH:20][CH:19]=[CH:18][C:16]=3[CH:17]=1)=[O:12])[CH2:3]2, predict the reactants needed to synthesize it. The reactants are: [ClH:1].[N:2]12[CH2:9][CH2:8][CH:5]([CH2:6][CH2:7]1)[C@@H:4]([NH:10][C:11]([C:13]1[O:14][C:15]3[C:21]([C:22]4[CH:23]=[C:24]([CH:28]=[CH:29][CH:30]=4)[C:25]([OH:27])=O)=[CH:20][CH:19]=[CH:18][C:16]=3[CH:17]=1)=[O:12])[CH2:3]2.[CH3:31][O:32][CH2:33][CH2:34][CH2:35][NH2:36]. (5) The reactants are: Cl[C:2]1[N:7]=[CH:6][N:5]=[C:4]([NH:8][C:9]2[CH:14]=[CH:13][C:12]([N:15]3[CH2:20][CH2:19][N:18]([CH2:21][C@@H:22]([OH:24])[CH3:23])[CH2:17][CH2:16]3)=[CH:11][CH:10]=2)[N:3]=1.[C:25]([C:27]1[CH:47]=[C:46](B2OC(C)(C)C(C)(C)O2)[CH:45]=[CH:44][C:28]=1[O:29][C@H:30]1[CH2:35][CH2:34][N:33]([C:36]([O:38][C:39]([CH3:42])([CH3:41])[CH3:40])=[O:37])[CH2:32][C@H:31]1[F:43])#[N:26].C(COC)OC.C(=O)([O-])[O-].[Na+].[Na+]. Given the product [C:25]([C:27]1[CH:47]=[C:46]([C:2]2[N:3]=[C:4]([NH:8][C:9]3[CH:14]=[CH:13][C:12]([N:15]4[CH2:20][CH2:19][N:18]([CH2:21][C@@H:22]([OH:24])[CH3:23])[CH2:17][CH2:16]4)=[CH:11][CH:10]=3)[N:5]=[CH:6][N:7]=2)[CH:45]=[CH:44][C:28]=1[O:29][C@H:30]1[CH2:35][CH2:34][N:33]([C:36]([O:38][C:39]([CH3:42])([CH3:41])[CH3:40])=[O:37])[CH2:32][C@H:31]1[F:43])#[N:26], predict the reactants needed to synthesize it. (6) Given the product [F:1][C:2]([F:7])([F:6])[C:3]([OH:5])=[O:4].[Cl:8][C:9]1[C:10]([F:27])=[C:11]([CH:24]=[CH:25][CH:26]=1)[CH2:12][NH:13][C:14]([C@@H:16]1[C@@H:20]([N:21]=[N+:22]=[N-:23])[CH2:19][CH2:18][NH:17]1)=[O:15], predict the reactants needed to synthesize it. The reactants are: [F:1][C:2]([F:7])([F:6])[C:3]([OH:5])=[O:4].[Cl:8][C:9]1[C:10]([F:27])=[C:11]([CH:24]=[CH:25][CH:26]=1)[CH2:12][NH:13][C:14]([C@@H:16]1[C@H:20]([N:21]=[N+:22]=[N-:23])[CH2:19][CH2:18][NH:17]1)=[O:15].COC([C@@H]1[C@@H](N=[N+]=[N-])CCN1C(OC(C)(C)C)=O)=O. (7) Given the product [F:1][C:2]1[CH:3]=[CH:4][C:5]([C:8]2[C:17]([C:18]3[CH:19]=[CH:20][C:21](=[O:31])[N:22]([C:24]4[CH:29]=[CH:28][CH:27]=[CH:26][C:25]=4[CH3:30])[N:23]=3)=[C:11]3[NH:12][CH2:13][CH:14]([CH3:16])[CH2:15][N:10]3[N:9]=2)=[CH:6][CH:7]=1, predict the reactants needed to synthesize it. The reactants are: [F:1][C:2]1[CH:7]=[CH:6][C:5]([C:8]2[C:17]([C:18]3[CH:19]=[CH:20][C:21](=[O:31])[N:22]([C:24]4[CH:29]=[CH:28][CH:27]=[CH:26][C:25]=4[CH3:30])[N:23]=3)=[C:11]3[NH:12][CH2:13][C:14](=[CH2:16])[CH2:15][N:10]3[N:9]=2)=[CH:4][CH:3]=1. (8) Given the product [CH3:35][S:36]([O:25][CH2:24][C@H:20]1[O:21][CH2:22][CH2:23][N:18]([C:15]2[CH:16]=[CH:17][C:12]([NH:11][C:4]3[C:5]4[N:6]([CH:8]=[CH:9][N:10]=4)[CH:7]=[C:2]([Br:1])[N:3]=3)=[CH:13][CH:14]=2)[CH2:19]1)(=[O:38])=[O:37], predict the reactants needed to synthesize it. The reactants are: [Br:1][C:2]1[N:3]=[C:4]([NH:11][C:12]2[CH:17]=[CH:16][C:15]([N:18]3[CH2:23][CH2:22][O:21][C@H:20]([CH2:24][OH:25])[CH2:19]3)=[CH:14][CH:13]=2)[C:5]2[N:6]([CH:8]=[CH:9][N:10]=2)[CH:7]=1.C(N(C(C)C)CC)(C)C.[CH3:35][S:36](Cl)(=[O:38])=[O:37].